The task is: Predict the reaction yield, written as a fraction of the theoretical maximum amount of product (1.0 means a 100% yield; for example, 0.34 means a 34% yield).. This data is from Reaction yield outcomes from USPTO patents with 853,638 reactions. The reactants are [CH:1]1([Mg]Br)[CH2:3][CH2:2]1.[NH2:6][C:7]1[C:12]2=[C:13]([C:25]3[CH:30]=[CH:29][C:28]([NH:31][C:32]([NH:34][C:35]4[CH:40]=[C:39]([C:41]([F:44])([F:43])[F:42])[CH:38]=[CH:37][N:36]=4)=[O:33])=[CH:27][CH:26]=3)[C:14]([CH:23]=[O:24])=[C:15]([CH2:16][N:17]3[CH2:22][CH2:21][O:20][CH2:19][CH2:18]3)[N:11]2[N:10]=[CH:9][N:8]=1.CC(OI1(OC(C)=O)(OC(C)=O)OC(=O)C2C=CC=CC1=2)=O. The catalyst is C1COCC1.CCOC(C)=O. The product is [NH2:6][C:7]1[C:12]2=[C:13]([C:25]3[CH:26]=[CH:27][C:28]([NH:31][C:32]([NH:34][C:35]4[CH:40]=[C:39]([C:41]([F:43])([F:44])[F:42])[CH:38]=[CH:37][N:36]=4)=[O:33])=[CH:29][CH:30]=3)[C:14]([C:23]([CH:1]3[CH2:3][CH2:2]3)=[O:24])=[C:15]([CH2:16][N:17]3[CH2:22][CH2:21][O:20][CH2:19][CH2:18]3)[N:11]2[N:10]=[CH:9][N:8]=1. The yield is 0.123.